The task is: Predict which catalyst facilitates the given reaction.. This data is from Catalyst prediction with 721,799 reactions and 888 catalyst types from USPTO. (1) Reactant: C(=O)(O)[O-].[K+].[CH3:6][O:7][C:8](=[O:17])[C:9]1[CH:14]=[CH:13][C:12]([OH:15])=[C:11](Br)[CH:10]=1.[F:18][C:19]([F:30])([F:29])[C:20]1[CH:25]=[CH:24][C:23](B(O)O)=[CH:22][CH:21]=1.ClCCl. Product: [CH3:6][O:7][C:8]([C:9]1[CH:10]=[C:11]([C:23]2[CH:24]=[CH:25][C:20]([C:19]([F:30])([F:29])[F:18])=[CH:21][CH:22]=2)[C:12]([OH:15])=[CH:13][CH:14]=1)=[O:17]. The catalyst class is: 294. (2) Reactant: [CH2:1]1[C:10]2[C:5](=[CH:6][CH:7]=[CH:8][CH:9]=2)[CH2:4][CH2:3][N:2]1[C:11]1[N:12]=[C:13]([CH2:30][NH:31][CH2:32][C:33]2[CH:38]=[CH:37][CH:36]=[C:35]([Cl:39])[CH:34]=2)[CH:14]=[C:15]2[C:19]([CH3:20])=[C:18]([CH3:21])[N:17]([CH2:22][C:23]3[CH:28]=[CH:27][CH:26]=[C:25]([F:29])[CH:24]=3)[C:16]=12.Cl. Product: [ClH:39].[CH2:1]1[C:10]2[C:5](=[CH:6][CH:7]=[CH:8][CH:9]=2)[CH2:4][CH2:3][N:2]1[C:11]1[N:12]=[C:13]([CH2:30][NH:31][CH2:32][C:33]2[CH:38]=[CH:37][CH:36]=[C:35]([Cl:39])[CH:34]=2)[CH:14]=[C:15]2[C:19]([CH3:20])=[C:18]([CH3:21])[N:17]([CH2:22][C:23]3[CH:28]=[CH:27][CH:26]=[C:25]([F:29])[CH:24]=3)[C:16]=12. The catalyst class is: 13. (3) Reactant: [CH2:1]([O:3][C:4]([C@H:6]1[CH2:11][CH2:10][C@@H:9]([OH:12])[CH2:8][CH2:7]1)=[O:5])[CH3:2].N1C=CN=C1.[Si:18](Cl)([C:21]([CH3:24])([CH3:23])[CH3:22])([CH3:20])[CH3:19].CN(C=O)C. Product: [CH2:1]([O:3][C:4]([C@H:6]1[CH2:11][CH2:10][C@@H:9]([O:12][Si:18]([C:21]([CH3:24])([CH3:23])[CH3:22])([CH3:20])[CH3:19])[CH2:8][CH2:7]1)=[O:5])[CH3:2]. The catalyst class is: 6. (4) Reactant: Br[C:2]1[CH:3]=[CH:4][C:5]2[C:11]3[S:12][C:13]([C:15]([N:17]([C:19]4[CH:24]=[CH:23][CH:22]=[CH:21][C:20]=4[Cl:25])[CH3:18])=[O:16])=[CH:14][C:10]=3[CH2:9][CH2:8][O:7][C:6]=2[CH:26]=1.[CH2:27]([N:29]([CH2:34][CH3:35])[CH2:30][CH2:31][CH2:32][NH2:33])[CH3:28].C1CCN2C(=NCCC2)CC1.C1C[O:50][CH2:49]C1. Product: [Cl:25][C:20]1[CH:21]=[CH:22][CH:23]=[CH:24][C:19]=1[N:17]([CH3:18])[C:15]([C:13]1[S:12][C:11]2[C:5]3[CH:4]=[CH:3][C:2]([C:49]([NH:33][CH2:32][CH2:31][CH2:30][N:29]([CH2:34][CH3:35])[CH2:27][CH3:28])=[O:50])=[CH:26][C:6]=3[O:7][CH2:8][CH2:9][C:10]=2[CH:14]=1)=[O:16]. The catalyst class is: 413. (5) The catalyst class is: 99. Reactant: [N:1]1[CH:6]=[CH:5][N:4]=[C:3]2[CH2:7][N:8]([C:11]([O:13][CH2:14][CH3:15])=[O:12])[CH:9]=[CH:10][C:2]=12. Product: [N:1]1[CH:6]=[CH:5][N:4]=[C:3]2[CH2:7][N:8]([C:11]([O:13][CH2:14][CH3:15])=[O:12])[CH2:9][CH2:10][C:2]=12.